Dataset: Reaction yield outcomes from USPTO patents with 853,638 reactions. Task: Predict the reaction yield, written as a fraction of the theoretical maximum amount of product (1.0 means a 100% yield; for example, 0.34 means a 34% yield). The reactants are [CH3:1][O:2][C:3](=[O:13])[CH2:4][CH2:5][C:6]([N:8]1[CH2:12][CH:11]=[CH:10][CH2:9]1)=[O:7].C1C=C(Cl)C=C(C(OO)=[O:22])C=1. The catalyst is ClCCl.C(OCC)(=O)C. The product is [CH3:1][O:2][C:3](=[O:13])[CH2:4][CH2:5][C:6]([N:8]1[CH2:9][CH:10]2[CH:11]([O:22]2)[CH2:12]1)=[O:7]. The yield is 0.550.